Predict the product of the given reaction. From a dataset of Forward reaction prediction with 1.9M reactions from USPTO patents (1976-2016). (1) Given the reactants [Cl:1][C:2]1[CH:3]=[C:4]([NH:10][C:11]2[CH:16]=[CH:15][C:14]([CH:17]3[CH2:22][CH2:21][NH:20][CH2:19][CH2:18]3)=[CH:13][N:12]=2)[C:5](=[O:9])[N:6]([CH3:8])[N:7]=1.[O:23]1[CH2:26][C:25](=O)[CH2:24]1.C(O)(=O)C.C(O[BH-](OC(=O)C)OC(=O)C)(=O)C.[Na+], predict the reaction product. The product is: [Cl:1][C:2]1[CH:3]=[C:4]([NH:10][C:11]2[N:12]=[CH:13][C:14]([CH:17]3[CH2:22][CH2:21][N:20]([CH:25]4[CH2:26][O:23][CH2:24]4)[CH2:19][CH2:18]3)=[CH:15][CH:16]=2)[C:5](=[O:9])[N:6]([CH3:8])[N:7]=1. (2) Given the reactants [F:1][C:2]1[CH:7]=[CH:6][C:5]([C:8]([N:10]2[CH2:15][CH2:14][CH2:13][C@@H:12](O)[CH2:11]2)=[O:9])=[CH:4][CH:3]=1.[C:17]1([CH3:28])[CH:22]=[CH:21][CH:20]=[C:19]([C:23]2[NH:27][N:26]=[N:25][N:24]=2)[CH:18]=1, predict the reaction product. The product is: [F:1][C:2]1[CH:7]=[CH:6][C:5]([C:8]([N:10]2[CH2:15][CH2:14][CH2:13][C@H:12]([N:25]3[N:26]=[N:27][C:23]([C:19]4[CH:18]=[C:17]([CH3:28])[CH:22]=[CH:21][CH:20]=4)=[N:24]3)[CH2:11]2)=[O:9])=[CH:4][CH:3]=1. (3) Given the reactants [Cl:1][C:2]1[CH:11]=[C:10]([I:12])[CH:9]=[C:8]([F:13])[C:3]=1[C:4]([O:6]C)=[O:5].[Li+].[I-], predict the reaction product. The product is: [Cl:1][C:2]1[CH:11]=[C:10]([I:12])[CH:9]=[C:8]([F:13])[C:3]=1[C:4]([OH:6])=[O:5]. (4) Given the reactants C(=O)([O-])[O-].[K+].[K+].Br[CH2:8][C:9]1[CH:14]=[C:13]([O:15][CH2:16][CH3:17])[C:12]([C:18]2[CH:23]=[CH:22][C:21]([F:24])=[CH:20][CH:19]=2)=[C:11]([O:25][CH2:26][CH3:27])[CH:10]=1.[CH3:28][C:29]1([C:44]([O:46][CH2:47][CH3:48])=[O:45])[CH2:34][CH2:33][N:32]([C:35]2[CH2:43][C:38]3([CH:41]([CH3:42])[NH:40][CH2:39]3)[O:37][N:36]=2)[CH2:31][CH2:30]1.CN(C=O)C, predict the reaction product. The product is: [CH2:16]([O:15][C:13]1[CH:14]=[C:9]([CH2:8][N:40]2[CH2:39][C:38]3([CH2:43][C:35]([N:32]4[CH2:33][CH2:34][C:29]([CH3:28])([C:44]([O:46][CH2:47][CH3:48])=[O:45])[CH2:30][CH2:31]4)=[N:36][O:37]3)[CH:41]2[CH3:42])[CH:10]=[C:11]([O:25][CH2:26][CH3:27])[C:12]=1[C:18]1[CH:23]=[CH:22][C:21]([F:24])=[CH:20][CH:19]=1)[CH3:17]. (5) Given the reactants [CH3:1][O:2][C:3](=[O:16])[CH2:4][O:5][C:6]1[CH:11]=[C:10]([Cl:12])[C:9]([CH:13]=O)=[C:8]([Cl:15])[CH:7]=1.[NH2:17][C:18]1[CH:19]=[C:20]([CH:32]=[CH:33][C:34]=1[NH2:35])[C:21]([NH:23][C:24]1[CH:29]=[CH:28][C:27]([CH3:30])=[C:26]([CH3:31])[CH:25]=1)=[O:22].C(S([O-])(=O)=O)(F)(F)F.C(S([O-])(=O)=O)(F)(F)F.C(S([O-])(=O)=O)(F)(F)F.[Yb+3].O, predict the reaction product. The product is: [CH3:1][O:2][C:3](=[O:16])[CH2:4][O:5][C:6]1[CH:11]=[C:10]([Cl:12])[C:9]([C:13]2[NH:17][C:18]3[CH:19]=[C:20]([C:21](=[O:22])[NH:23][C:24]4[CH:29]=[CH:28][C:27]([CH3:30])=[C:26]([CH3:31])[CH:25]=4)[CH:32]=[CH:33][C:34]=3[N:35]=2)=[C:8]([Cl:15])[CH:7]=1.